The task is: Predict the reaction yield, written as a fraction of the theoretical maximum amount of product (1.0 means a 100% yield; for example, 0.34 means a 34% yield).. This data is from Reaction yield outcomes from USPTO patents with 853,638 reactions. The reactants are [CH2:1]([O:3][C:4]([N:6]1[CH2:11][CH2:10][C:9]([C:13]2[CH:18]=[CH:17][C:16]([O:19]CC3C=CC=CC=3)=[CH:15][C:14]=2[O:27]CC2C=CC=CC=2)(O)[CH2:8][CH2:7]1)=[O:5])[CH3:2]. The catalyst is CO.[Pd]. The product is [CH2:1]([O:3][C:4]([N:6]1[CH2:7][CH2:8][CH:9]([C:13]2[CH:18]=[CH:17][C:16]([OH:19])=[CH:15][C:14]=2[OH:27])[CH2:10][CH2:11]1)=[O:5])[CH3:2]. The yield is 0.860.